This data is from Forward reaction prediction with 1.9M reactions from USPTO patents (1976-2016). The task is: Predict the product of the given reaction. (1) Given the reactants [C:1]([O:5][CH:6]1[CH:8]([C:9]2[CH:14]=[CH:13][C:12]([CH3:15])=[CH:11][N:10]=2)[CH:7]1[CH2:16][O:17][C:18]1[CH:23]=[C:22](Cl)[N:21]=[C:20]([CH3:25])[N:19]=1)([CH3:4])([CH3:3])[CH3:2].[CH3:26][C:27]1[S:31][C:30]([CH2:32][NH:33][C:34](=[O:40])[O:35][C:36]([CH3:39])([CH3:38])[CH3:37])=[N:29][N:28]=1.C1C=CC(P(C2C(C3C(P(C4C=CC=CC=4)C4C=CC=CC=4)=CC=C4C=3C=CC=C4)=C3C(C=CC=C3)=CC=2)C2C=CC=CC=2)=CC=1.C(=O)([O-])[O-].[Cs+].[Cs+], predict the reaction product. The product is: [C:1]([O:5][CH:6]1[CH:8]([C:9]2[CH:14]=[CH:13][C:12]([CH3:15])=[CH:11][N:10]=2)[CH:7]1[CH2:16][O:17][C:18]1[N:19]=[C:20]([CH3:25])[N:21]=[C:22]([N:33]([CH2:32][C:30]2[S:31][C:27]([CH3:26])=[N:28][N:29]=2)[C:34](=[O:40])[O:35][C:36]([CH3:37])([CH3:38])[CH3:39])[CH:23]=1)([CH3:4])([CH3:3])[CH3:2]. (2) Given the reactants [CH2:1]([C:8]1[C:13](I)=[CH:12][CH:11]=[C:10]([N:15]2[CH2:19][C@@H:18]([O:20][CH3:21])[C@H:17]([OH:22])[CH2:16]2)[N:9]=1)[C:2]1[CH:7]=[CH:6][CH:5]=[CH:4][CH:3]=1.C([N:30]1[CH2:34][CH2:33][CH:32]([O:35][CH2:36][C:37]#[CH:38])[CH2:31]1)C1C=CC=CC=1.C(N(CC)CC)C.N, predict the reaction product. The product is: [CH2:1]([C:8]1[C:13]([CH2:38][CH2:37][CH2:36][O:35][CH:32]2[CH2:33][CH2:34][NH:30][CH2:31]2)=[CH:12][CH:11]=[C:10]([N:15]2[CH2:19][C@@H:18]([O:20][CH3:21])[C@H:17]([OH:22])[CH2:16]2)[N:9]=1)[C:2]1[CH:7]=[CH:6][CH:5]=[CH:4][CH:3]=1. (3) Given the reactants [N:1]([C@H:4]1[C@H:8]([F:9])[CH2:7][NH:6][CH2:5]1)=[N+:2]=[N-:3].CCN(C(C)C)C(C)C.[C:19](Cl)([O:21][CH2:22][C:23]1[CH:28]=[CH:27][CH:26]=[CH:25][CH:24]=1)=[O:20], predict the reaction product. The product is: [N:1]([C@H:4]1[C@H:8]([F:9])[CH2:7][N:6]([C:19]([O:21][CH2:22][C:23]2[CH:28]=[CH:27][CH:26]=[CH:25][CH:24]=2)=[O:20])[CH2:5]1)=[N+:2]=[N-:3]. (4) Given the reactants Br[CH2:2][CH2:3][CH2:4][C:5]([NH:7][CH:8]1[CH2:13][CH2:12][N:11]([C:14]2[S:18][N:17]=[C:16]([CH:19]([CH3:21])[CH3:20])[N:15]=2)[CH2:10][CH2:9]1)=[O:6].[H-].[Na+], predict the reaction product. The product is: [CH:19]([C:16]1[N:15]=[C:14]([N:11]2[CH2:12][CH2:13][CH:8]([N:7]3[CH2:2][CH2:3][CH2:4][C:5]3=[O:6])[CH2:9][CH2:10]2)[S:18][N:17]=1)([CH3:21])[CH3:20]. (5) Given the reactants Br[C:2]1[N:3]=[C:4](/[CH:11]=[CH:12]/[C:13]2[N:21]=[C:20]3[N:15]([C:16]([CH3:23])=[N:17][CH:18]=[C:19]3[CH3:22])[N:14]=2)[N:5]([CH2:7][CH:8]2[CH2:10][CH2:9]2)[CH:6]=1.[NH:24]1[CH2:28][CH2:27][CH2:26][C:25]1=[O:29], predict the reaction product. The product is: [CH:8]1([CH2:7][N:5]2[CH:6]=[C:2]([N:24]3[CH2:28][CH2:27][CH2:26][C:25]3=[O:29])[N:3]=[C:4]2/[CH:11]=[CH:12]/[C:13]2[N:21]=[C:20]3[N:15]([C:16]([CH3:23])=[N:17][CH:18]=[C:19]3[CH3:22])[N:14]=2)[CH2:10][CH2:9]1. (6) Given the reactants [N:1]1[C:6]([C:7](OCC=C)=[O:8])=[CH:5][CH:4]=[CH:3][C:2]=1[C:13]([O:15][CH2:16][CH:17]=[CH2:18])=[O:14].C(O)C=C.[BH4-].[Na+].C(OCC)C.CCCCCC, predict the reaction product. The product is: [OH:8][CH2:7][C:6]1[N:1]=[C:2]([C:13]([O:15][CH2:16][CH:17]=[CH2:18])=[O:14])[CH:3]=[CH:4][CH:5]=1. (7) Given the reactants FC(F)(F)C(OC(=O)C(F)(F)F)=O.[C:14]([N:21]1[CH2:28][CH2:27][CH2:26][C@H:22]1[C:23]([NH-:25])=O)([O:16][C:17]([CH3:20])([CH3:19])[CH3:18])=[O:15].C(N(CC)CC)C.O, predict the reaction product. The product is: [C:14]([N:21]1[CH2:28][CH2:27][CH2:26][C@H:22]1[C:23]#[N:25])([O:16][C:17]([CH3:20])([CH3:19])[CH3:18])=[O:15].